From a dataset of Full USPTO retrosynthesis dataset with 1.9M reactions from patents (1976-2016). Predict the reactants needed to synthesize the given product. Given the product [S:8]1[CH:9]=[CH:10][C:6]2[C:4](=[O:5])[C:7]3[S:8][CH:9]=[CH:10][C:6]=3[C:4](=[O:5])[C:7]1=2, predict the reactants needed to synthesize it. The reactants are: C(N(CC)[C:4]([C:6]1[CH:10]=[CH:9][S:8][CH:7]=1)=[O:5])C.